Predict the reactants needed to synthesize the given product. From a dataset of Full USPTO retrosynthesis dataset with 1.9M reactions from patents (1976-2016). (1) Given the product [CH3:1][O:2][C:3](=[O:13])[C:4]1[CH:9]=[C:8]([Cl:10])[N:7]=[C:6]([CH3:14])[C:5]=1[NH2:12], predict the reactants needed to synthesize it. The reactants are: [CH3:1][O:2][C:3](=[O:13])[C:4]1[CH:9]=[C:8]([Cl:10])[N:7]=[C:6](Br)[C:5]=1[NH2:12].[C:14](=O)([O-])[O-].[K+].[K+].CB1OB(C)OB(C)O1.O. (2) Given the product [C:8]1([S:14]([CH2:17][C:18]2([N:1]3[CH2:6][CH2:5][CH:4]([OH:7])[CH2:3][CH2:2]3)[CH2:21][O:20][CH2:19]2)(=[O:16])=[O:15])[CH:9]=[CH:10][CH:11]=[CH:12][CH:13]=1, predict the reactants needed to synthesize it. The reactants are: [NH:1]1[CH2:6][CH2:5][CH:4]([OH:7])[CH2:3][CH2:2]1.[C:8]1([S:14]([CH:17]=[C:18]2[CH2:21][O:20][CH2:19]2)(=[O:16])=[O:15])[CH:13]=[CH:12][CH:11]=[CH:10][CH:9]=1. (3) Given the product [C:18]([N:21]1[C@H:26]([CH3:27])[CH2:25][N:24]([C:28]2[CH:33]=[CH:32][C:31]([NH:34][C:35]3[N:37]=[C:5]([C:7]4[N:11]([CH:12]([CH3:13])[CH3:14])[C:10]([CH3:15])=[N:9][CH:8]=4)[C:4]([F:16])=[CH:3][N:36]=3)=[CH:30][CH:29]=2)[C@@H:23]([CH3:38])[CH2:22]1)(=[O:20])[CH3:19], predict the reactants needed to synthesize it. The reactants are: CN(C)/[CH:3]=[C:4](\[F:16])/[C:5]([C:7]1[N:11]([CH:12]([CH3:14])[CH3:13])[C:10]([CH3:15])=[N:9][CH:8]=1)=O.[C:18]([N:21]1[C@H:26]([CH3:27])[CH2:25][N:24]([C:28]2[CH:33]=[CH:32][C:31]([NH:34][C:35]([NH2:37])=[NH:36])=[CH:30][CH:29]=2)[C@@H:23]([CH3:38])[CH2:22]1)(=[O:20])[CH3:19]. (4) Given the product [N:7]1([C:12]2[N:16]([C:17]([CH3:18])([CH3:19])[CH3:20])[N:15]=[CH:14][C:13]=2[CH2:21][OH:22])[CH:8]=[CH:9][CH:10]=[CH:11]1, predict the reactants needed to synthesize it. The reactants are: [H-].[Al+3].[Li+].[H-].[H-].[H-].[N:7]1([C:12]2[N:16]([C:17]([CH3:20])([CH3:19])[CH3:18])[N:15]=[CH:14][C:13]=2[C:21](OCC)=[O:22])[CH:11]=[CH:10][CH:9]=[CH:8]1.O. (5) Given the product [Br:1][C:2]1[CH:11]=[CH:10][C:9]([F:12])=[C:8]2[C:3]=1[CH:4]=[CH:5][C:6]([O:15][CH3:14])=[N:7]2, predict the reactants needed to synthesize it. The reactants are: [Br:1][C:2]1[CH:11]=[CH:10][C:9]([F:12])=[C:8]2[C:3]=1[CH:4]=[CH:5][C:6](Cl)=[N:7]2.[CH3:14][O-:15].[Na+]. (6) Given the product [C:8]([C:10]1[CH:11]=[C:12]([C:20]2[O:24][N:23]=[C:22]([C:25]3[CH:26]=[CH:27][CH:28]=[C:29]4[C:33]=3[N:32]([CH3:34])[CH:31]=[C:30]4[CH2:35][CH2:36][C:37]([OH:39])=[O:38])[N:21]=2)[CH:13]=[CH:14][C:15]=1[O:16][CH:17]([CH3:19])[CH3:18])#[N:9], predict the reactants needed to synthesize it. The reactants are: FC(F)(F)C(O)=O.[C:8]([C:10]1[CH:11]=[C:12]([C:20]2[O:24][N:23]=[C:22]([C:25]3[CH:26]=[CH:27][CH:28]=[C:29]4[C:33]=3[N:32]([CH3:34])[CH:31]=[C:30]4[CH2:35][CH2:36][C:37]([O:39]C(C)(C)C)=[O:38])[N:21]=2)[CH:13]=[CH:14][C:15]=1[O:16][CH:17]([CH3:19])[CH3:18])#[N:9]. (7) Given the product [CH2:1]1[C@@H:5]([CH2:6][CH2:7][CH2:8][CH2:9][C:10]([NH2:14])=[O:12])[S:4][S:3][CH2:2]1, predict the reactants needed to synthesize it. The reactants are: [CH2:1]1[C@@H:5]([CH2:6][CH2:7][CH2:8][CH2:9][C:10]([OH:12])=O)[S:4][S:3][CH2:2]1.O[N:14]1C(=O)CCC1=O.C(Cl)CCl. (8) Given the product [CH3:9][C:10]1[CH:15]=[CH:14][C:13]([N+:16]([O-:18])=[O:17])=[CH:12][C:11]=1[N:19]=[C:20]1[NH:8][C@H:3]([CH2:4][CH:5]([CH3:7])[CH3:6])[CH2:2][S:21]1, predict the reactants needed to synthesize it. The reactants are: O[CH2:2][C@@H:3]([NH2:8])[CH2:4][CH:5]([CH3:7])[CH3:6].[CH3:9][C:10]1[CH:15]=[CH:14][C:13]([N+:16]([O-:18])=[O:17])=[CH:12][C:11]=1[N:19]=[C:20]=[S:21]. (9) Given the product [CH3:1][O:2][CH2:3][C:4]1[C:5]([N+:13]([O-:15])=[O:14])=[C:6]([CH2:10][CH:11]=[N:22][OH:23])[CH:7]=[CH:8][CH:9]=1, predict the reactants needed to synthesize it. The reactants are: [CH3:1][O:2][CH2:3][C:4]1[C:5]([N+:13]([O-:15])=[O:14])=[C:6]([CH2:10][CH:11]=O)[CH:7]=[CH:8][CH:9]=1.C([O-])(=O)C.[Na+].Cl.[NH2:22][OH:23]. (10) Given the product [C:1]([O:5][C:6]([N:8]1[CH2:13][CH2:12][N:11]([C:14]2[CH:19]=[CH:18][C:17]([NH:20][C:34]([C:32]3[N:33]=[C:29]([C:23]4[CH:28]=[CH:27][CH:26]=[CH:25][CH:24]=4)[O:30][C:31]=3[C:37]([F:39])([F:40])[F:38])=[O:35])=[CH:16][C:15]=2[C:21]#[N:22])[CH2:10][CH2:9]1)=[O:7])([CH3:4])([CH3:2])[CH3:3], predict the reactants needed to synthesize it. The reactants are: [C:1]([O:5][C:6]([N:8]1[CH2:13][CH2:12][N:11]([C:14]2[CH:19]=[CH:18][C:17]([NH2:20])=[CH:16][C:15]=2[C:21]#[N:22])[CH2:10][CH2:9]1)=[O:7])([CH3:4])([CH3:3])[CH3:2].[C:23]1([C:29]2[O:30][C:31]([C:37]([F:40])([F:39])[F:38])=[C:32]([C:34](O)=[O:35])[N:33]=2)[CH:28]=[CH:27][CH:26]=[CH:25][CH:24]=1.C(N(CC)CC)C.Cl.CN(C)CCCN=C=NCC.